The task is: Predict the product of the given reaction.. This data is from Forward reaction prediction with 1.9M reactions from USPTO patents (1976-2016). (1) Given the reactants C[Si]([N-][Si](C)(C)C)(C)C.[Li+].[Si:11]([O:18][C:19]1[CH:24]=[CH:23][C:22]([CH2:25][C:26]([O:28][CH2:29][C:30]2[CH:35]=[CH:34][CH:33]=[CH:32][CH:31]=2)=[O:27])=[CH:21][CH:20]=1)([C:14]([CH3:17])([CH3:16])[CH3:15])([CH3:13])[CH3:12].[C:36]([O:40][C:41](=[O:44])[CH2:42]Br)([CH3:39])([CH3:38])[CH3:37].[Cl-].[NH4+], predict the reaction product. The product is: [Si:11]([O:18][C:19]1[CH:24]=[CH:23][C:22]([CH:25]([CH2:42][C:41]([O:40][C:36]([CH3:39])([CH3:38])[CH3:37])=[O:44])[C:26]([O:28][CH2:29][C:30]2[CH:35]=[CH:34][CH:33]=[CH:32][CH:31]=2)=[O:27])=[CH:21][CH:20]=1)([C:14]([CH3:16])([CH3:17])[CH3:15])([CH3:13])[CH3:12]. (2) Given the reactants C([O:3][C:4]([C:6]1[O:7][C:8]2[CH:20]=[CH:19][C:18]([Cl:21])=[CH:17][C:9]=2[C:10]=1[NH:11][C:12](OCC)=[O:13])=O)C.O.[NH2:23][NH2:24], predict the reaction product. The product is: [NH2:23][N:24]1[C:4](=[O:3])[C:6]2[O:7][C:8]3[CH:20]=[CH:19][C:18]([Cl:21])=[CH:17][C:9]=3[C:10]=2[NH:11][C:12]1=[O:13]. (3) Given the reactants [CH3:1][N:2]1[C:6]2[CH:7]=[CH:8][C:9]([CH:11]=[C:12]([N+]([O-])=O)[CH3:13])=[CH:10][C:5]=2[N:4]([CH3:17])[C:3]1=[O:18].O.Cl.C(=O)(O)[O-:22].[Na+], predict the reaction product. The product is: [CH3:1][N:2]1[C:6]2[CH:7]=[CH:8][C:9]([CH2:11][C:12](=[O:22])[CH3:13])=[CH:10][C:5]=2[N:4]([CH3:17])[C:3]1=[O:18]. (4) Given the reactants [OH-].[Li+].[N:3]1[C:12]2[C:7](=[CH:8][CH:9]=[CH:10][CH:11]=2)[N:6]=[CH:5][C:4]=1[C:13]([O:15]CC)=[O:14], predict the reaction product. The product is: [N:3]1[C:12]2[C:7](=[CH:8][CH:9]=[CH:10][CH:11]=2)[N:6]=[CH:5][C:4]=1[C:13]([OH:15])=[O:14]. (5) Given the reactants [Cl:1][C:2]1[CH:3]=[C:4]([C:8]#[C:9][C:10]2[N:11]=[C:12]([CH3:15])[NH:13][CH:14]=2)[CH:5]=[CH:6][CH:7]=1.Cl[C:17]1[CH:22]=[CH:21][N:20]=[CH:19][N:18]=1, predict the reaction product. The product is: [Cl:1][C:2]1[CH:3]=[C:4]([C:8]#[C:9][C:10]2[N:11]=[C:12]([CH3:15])[N:13]([C:17]3[CH:22]=[CH:21][N:20]=[CH:19][N:18]=3)[CH:14]=2)[CH:5]=[CH:6][CH:7]=1. (6) Given the reactants F[C:2]1[CH:7]=[C:6]([O:8][CH3:9])[CH:5]=[CH:4][C:3]=1[C:10]1[NH:19][C:18](=[O:20])[C:17]2[C:12](=[CH:13][C:14]([O:23][CH3:24])=[CH:15][C:16]=2[O:21][CH3:22])[N:11]=1.[CH:25]([N:28]1[CH2:33][CH2:32][CH:31]([NH2:34])[CH2:30][CH2:29]1)([CH3:27])[CH3:26].C[Si]([N-][Si](C)(C)C)(C)C.[Li+], predict the reaction product. The product is: [CH:25]([N:28]1[CH2:33][CH2:32][CH:31]([NH:34][C:2]2[CH:7]=[C:6]([O:8][CH3:9])[CH:5]=[CH:4][C:3]=2[C:10]2[NH:19][C:18](=[O:20])[C:17]3[C:12](=[CH:13][C:14]([O:23][CH3:24])=[CH:15][C:16]=3[O:21][CH3:22])[N:11]=2)[CH2:30][CH2:29]1)([CH3:27])[CH3:26]. (7) Given the reactants Cl[C:2]1[C:11]2[C:6](=[CH:7][N:8]=[CH:9][CH:10]=2)[CH:5]=[C:4]([C:12]2[CH:17]=[CH:16][N:15]=[CH:14][CH:13]=2)[N:3]=1.[C:18]([O:22][C:23](=[O:31])[NH:24][CH:25]1[CH2:30][CH2:29][NH:28][CH2:27][CH2:26]1)([CH3:21])([CH3:20])[CH3:19].C([O-])([O-])=O.[K+].[K+].CCN(C(C)C)C(C)C, predict the reaction product. The product is: [C:18]([O:22][C:23](=[O:31])[NH:24][CH:25]1[CH2:30][CH2:29][N:28]([C:2]2[C:11]3[C:6](=[CH:7][N:8]=[CH:9][CH:10]=3)[CH:5]=[C:4]([C:12]3[CH:17]=[CH:16][N:15]=[CH:14][CH:13]=3)[N:3]=2)[CH2:27][CH2:26]1)([CH3:21])([CH3:19])[CH3:20]. (8) Given the reactants [I:1][C:2]1[CH:7]=[CH:6][C:5]([CH2:8][N:9]2[C:14]3[N:15]=[CH:16][CH:17]=[CH:18][C:13]=3[C:12](=O)[C:11]([C:20]([O:22][CH2:23][CH3:24])=[O:21])=[N:10]2)=[CH:4][CH:3]=1.O1CCOCC1.COC1C=CC(P2(SP(C3C=CC(OC)=CC=3)(=S)S2)=[S:40])=CC=1, predict the reaction product. The product is: [I:1][C:2]1[CH:7]=[CH:6][C:5]([CH2:8][N:9]2[C:14]3[N:15]=[CH:16][CH:17]=[CH:18][C:13]=3[C:12](=[S:40])[C:11]([C:20]([O:22][CH2:23][CH3:24])=[O:21])=[N:10]2)=[CH:4][CH:3]=1.